This data is from NCI-60 drug combinations with 297,098 pairs across 59 cell lines. The task is: Regression. Given two drug SMILES strings and cell line genomic features, predict the synergy score measuring deviation from expected non-interaction effect. (1) Drug 1: CC1=C2C(C(=O)C3(C(CC4C(C3C(C(C2(C)C)(CC1OC(=O)C(C(C5=CC=CC=C5)NC(=O)OC(C)(C)C)O)O)OC(=O)C6=CC=CC=C6)(CO4)OC(=O)C)OC)C)OC. Drug 2: C1=NNC2=C1C(=O)NC=N2. Cell line: NCI-H226. Synergy scores: CSS=33.2, Synergy_ZIP=3.67, Synergy_Bliss=4.30, Synergy_Loewe=-12.1, Synergy_HSA=3.17. (2) Drug 1: CC12CCC(CC1=CCC3C2CCC4(C3CC=C4C5=CN=CC=C5)C)O. Drug 2: C1=NC2=C(N1)C(=S)N=CN2. Cell line: HCT116. Synergy scores: CSS=42.3, Synergy_ZIP=-9.34, Synergy_Bliss=-5.75, Synergy_Loewe=-19.2, Synergy_HSA=-4.50. (3) Synergy scores: CSS=17.6, Synergy_ZIP=-9.00, Synergy_Bliss=-1.58, Synergy_Loewe=0.457, Synergy_HSA=1.14. Cell line: TK-10. Drug 1: CCC1=CC2CC(C3=C(CN(C2)C1)C4=CC=CC=C4N3)(C5=C(C=C6C(=C5)C78CCN9C7C(C=CC9)(C(C(C8N6C)(C(=O)OC)O)OC(=O)C)CC)OC)C(=O)OC.C(C(C(=O)O)O)(C(=O)O)O. Drug 2: C1=CC(=CC=C1CCCC(=O)O)N(CCCl)CCCl.